This data is from CYP2C19 inhibition data for predicting drug metabolism from PubChem BioAssay. The task is: Regression/Classification. Given a drug SMILES string, predict its absorption, distribution, metabolism, or excretion properties. Task type varies by dataset: regression for continuous measurements (e.g., permeability, clearance, half-life) or binary classification for categorical outcomes (e.g., BBB penetration, CYP inhibition). Dataset: cyp2c19_veith. (1) The compound is COc1cccc(Nc2ncc3nc(-c4cccs4)c(=O)n(Cc4cccs4)c3n2)c1. The result is 0 (non-inhibitor). (2) The drug is CC(C)NCCOCCSc1ccc(Cl)cc1.O=C(O)C(=O)O. The result is 1 (inhibitor). (3) The molecule is CCOC(=O)c1sc(-c2ccc(Br)cc2)cc1N. The result is 1 (inhibitor). (4) The compound is CC(=O)N[C@@H](Cc1c[nH]c2ccccc12)C(=O)OCc1cc(C(F)(F)F)cc(C(F)(F)F)c1. The result is 0 (non-inhibitor). (5) The molecule is Cc1ccccc1C(=O)c1cccn1CC(=O)NCc1ccco1. The result is 1 (inhibitor). (6) The drug is O=C(c1cnccn1)N1CCC2(CC1)CN(c1cccc(-c3ccccc3)c1)C2. The result is 0 (non-inhibitor). (7) The molecule is COC(=O)C1=C(C)NC(C)=C(C(=O)OCCN(C)Cc2ccccc2)[C@H]1c1cccc([N+](=O)[O-])c1. The result is 1 (inhibitor). (8) The result is 0 (non-inhibitor). The drug is CN1CCN(c2ncnc3ccc(-c4cccc(C#N)c4)cc23)CC1. (9) The drug is O=C(c1cnccn1)N1CCC2(CC1)CN(Cc1ccncc1)C2. The result is 0 (non-inhibitor). (10) The result is 0 (non-inhibitor). The drug is c1ccc(Nc2ncnc3ccc(-c4ccc5c(c4)OCO5)cc23)cc1.